From a dataset of Forward reaction prediction with 1.9M reactions from USPTO patents (1976-2016). Predict the product of the given reaction. (1) Given the reactants [H-].[Na+].C1(C)C=CC(S([CH2:12][N+:13]#[C-:14])(=O)=O)=CC=1.[F:16][C:17]([F:25])([F:24])/[CH:18]=[CH:19]/[C:20]([O:22][CH3:23])=[O:21].CCOCC.CS(C)=O, predict the reaction product. The product is: [F:16][C:17]([F:25])([F:24])[C:18]1[C:19]([C:20]([O:22][CH3:23])=[O:21])=[CH:12][NH:13][CH:14]=1. (2) Given the reactants [OH:1][C:2]1([C:15]2[CH:16]=[CH:17][C:18]3[N:19]([CH:33]=2)[C:20](=[O:32])[CH:21]=[C:22](OS(C(F)(F)F)(=O)=O)[N:23]=3)[CH2:7][CH2:6][N:5]([C:8]([O:10][C:11]([CH3:14])([CH3:13])[CH3:12])=[O:9])[CH2:4][CH2:3]1.[F:34][C:35]1[C:36]2[N:37]([CH:50]=[C:51]([CH3:53])[N:52]=2)[CH:38]=[C:39](B2OC(C)(C)C(C)(C)O2)[CH:40]=1.C([O-])([O-])=O.[K+].[K+], predict the reaction product. The product is: [F:34][C:35]1[C:36]2[N:37]([CH:50]=[C:51]([CH3:53])[N:52]=2)[CH:38]=[C:39]([C:22]2[N:23]=[C:18]3[CH:17]=[CH:16][C:15]([C:2]4([OH:1])[CH2:7][CH2:6][N:5]([C:8]([O:10][C:11]([CH3:13])([CH3:12])[CH3:14])=[O:9])[CH2:4][CH2:3]4)=[CH:33][N:19]3[C:20](=[O:32])[CH:21]=2)[CH:40]=1. (3) Given the reactants [CH:1](=[N:8]/[C:9]1[CH:17]=[CH:16][CH:15]=[C:14]2[C:10]=1[CH2:11][O:12][C:13]2=[O:18])\[C:2]1[CH:7]=[CH:6][CH:5]=[CH:4][CH:3]=1.[CH3:19][N:20]1[C:24]([CH:25]=O)=[N:23][CH:22]=[N:21]1.[CH3:27][CH2:28][O-:29].[Na+], predict the reaction product. The product is: [CH3:19][N:20]1[C:24]([CH:25]2[C:28](=[O:29])[C:27]3[C:14]([C:13]([O:12][CH2:11][CH3:10])=[O:18])=[CH:15][CH:16]=[CH:17][C:9]=3[NH:8][CH:1]2[C:2]2[CH:3]=[CH:4][CH:5]=[CH:6][CH:7]=2)=[N:23][CH:22]=[N:21]1. (4) Given the reactants Br[C:2]1[C:3]([CH3:13])=[C:4]([C:8]([O:10][CH2:11][CH3:12])=[O:9])[NH:5][C:6]=1[CH3:7].[F:14][C:15]([F:26])([F:25])[C:16]1[CH:21]=[CH:20][CH:19]=[CH:18][C:17]=1B(O)O.C(=O)([O-])[O-].[Na+].[Na+], predict the reaction product. The product is: [CH2:11]([O:10][C:8]([C:4]1[NH:5][C:6]([CH3:7])=[C:2]([C:17]2[CH:18]=[CH:19][CH:20]=[CH:21][C:16]=2[C:15]([F:26])([F:25])[F:14])[C:3]=1[CH3:13])=[O:9])[CH3:12]. (5) Given the reactants [F:1][C:2]1[CH:7]=[CH:6][CH:5]=[CH:4][C:3]=1[C:8]1[C:12]([C:13]2[N:14]=[CH:15][NH:16][CH:17]=2)=[C:11]([CH3:18])[O:10][N:9]=1.Cl[C:20]1[N:25]=[CH:24][CH:23]=[CH:22][N:21]=1, predict the reaction product. The product is: [F:1][C:2]1[CH:7]=[CH:6][CH:5]=[CH:4][C:3]=1[C:8]1[C:12]([C:13]2[N:14]=[CH:15][N:16]([C:20]3[N:25]=[CH:24][CH:23]=[CH:22][N:21]=3)[CH:17]=2)=[C:11]([CH3:18])[O:10][N:9]=1. (6) The product is: [CH2:20]([O:27][C:28]1[CH:51]=[C:50]([Cl:52])[C:31]([CH2:32][C@@H:33]2[CH2:37][CH2:36][N:35]([C@H:38]3[CH2:43][CH2:42][C@@H:41]([F:18])[CH2:40][CH2:39]3)[C:34]2=[O:49])=[C:30]([Cl:53])[CH:29]=1)[C:21]1[CH:26]=[CH:25][CH:24]=[CH:23][CH:22]=1. Given the reactants CCCC[N+](CCCC)(CCCC)CCCC.[F-:18].O.[CH2:20]([O:27][C:28]1[CH:51]=[C:50]([Cl:52])[C:31]([CH2:32][C@@H:33]2[CH2:37][CH2:36][N:35]([C@H:38]3[CH2:43][CH2:42][C@H:41](OS(C)(=O)=O)[CH2:40][CH2:39]3)[C:34]2=[O:49])=[C:30]([Cl:53])[CH:29]=1)[C:21]1[CH:26]=[CH:25][CH:24]=[CH:23][CH:22]=1, predict the reaction product.